Regression. Given a peptide amino acid sequence and an MHC pseudo amino acid sequence, predict their binding affinity value. This is MHC class II binding data. From a dataset of Peptide-MHC class II binding affinity with 134,281 pairs from IEDB. (1) The peptide sequence is QGEPGAVIRGKKGAG. The MHC is DRB1_0401 with pseudo-sequence DRB1_0401. The binding affinity (normalized) is 0.259. (2) The peptide sequence is HSRNLINELSERMAG. The MHC is DRB1_0404 with pseudo-sequence DRB1_0404. The binding affinity (normalized) is 0.403. (3) The peptide sequence is IIFSQNMNIKLKMPL. The MHC is DRB1_0401 with pseudo-sequence DRB1_0401. The binding affinity (normalized) is 0.190.